Task: Predict the reactants needed to synthesize the given product.. Dataset: Full USPTO retrosynthesis dataset with 1.9M reactions from patents (1976-2016) (1) Given the product [CH2:1]([O:8][C:9]([NH:11][C@@H:12]1[CH2:17][CH2:16][N:15]([CH2:18][CH2:19][O:20][S:26]([CH3:25])(=[O:28])=[O:27])[CH2:14][C@H:13]1[C:21]([O:23][CH3:24])=[O:22])=[O:10])[C:2]1[CH:7]=[CH:6][CH:5]=[CH:4][CH:3]=1, predict the reactants needed to synthesize it. The reactants are: [CH2:1]([O:8][C:9]([NH:11][C@@H:12]1[CH2:17][CH2:16][N:15]([CH2:18][CH2:19][OH:20])[CH2:14][C@H:13]1[C:21]([O:23][CH3:24])=[O:22])=[O:10])[C:2]1[CH:7]=[CH:6][CH:5]=[CH:4][CH:3]=1.[CH3:25][S:26](Cl)(=[O:28])=[O:27].C(N(CC)CC)C.FC1C=C2C(C=CC(=O)N2CCN2CCC(NCC3C=CC4OCC(=O)NC=4N=3)CC2)=CC=1. (2) Given the product [C:24]1([NH:30][S:31]([N:21]2[CH2:22][CH2:23][CH:18]([NH:17][C:4]3[S:5][C:6]([C:7](=[O:8])[C:9]4[C:14]([F:15])=[CH:13][CH:12]=[CH:11][C:10]=4[F:16])=[C:2]([NH2:1])[N:3]=3)[CH2:19][CH2:20]2)(=[O:33])=[O:32])[CH:29]=[CH:28][CH:27]=[CH:26][CH:25]=1, predict the reactants needed to synthesize it. The reactants are: [NH2:1][C:2]1[N:3]=[C:4]([NH:17][CH:18]2[CH2:23][CH2:22][NH:21][CH2:20][CH2:19]2)[S:5][C:6]=1[C:7]([C:9]1[C:14]([F:15])=[CH:13][CH:12]=[CH:11][C:10]=1[F:16])=[O:8].[C:24]1([NH:30][S:31](Cl)(=[O:33])=[O:32])[CH:29]=[CH:28][CH:27]=[CH:26][CH:25]=1. (3) Given the product [C:12]([CH2:11][N:7]1[CH2:8][CH2:9][N:10]([C:6]([NH:39][C:36]2[CH:35]=[CH:34][C:33]([O:32][C:30]3[CH:29]=[CH:28][N:27]=[C:26]([C:24]4[CH:23]=[N:22][N:21]([CH3:20])[CH:25]=4)[CH:31]=3)=[CH:38][N:37]=2)=[O:5])[C:1]1=[O:2])#[N:13], predict the reactants needed to synthesize it. The reactants are: [C:1](Cl)(Cl)=[O:2].[O:5]=[C:6]1[NH:10][CH2:9][CH2:8][N:7]1[CH2:11][C:12]#[N:13].N1C=CC=CC=1.[CH3:20][N:21]1[CH:25]=[C:24]([C:26]2[CH:31]=[C:30]([O:32][C:33]3[CH:34]=[CH:35][C:36]([NH2:39])=[N:37][CH:38]=3)[CH:29]=[CH:28][N:27]=2)[CH:23]=[N:22]1. (4) Given the product [CH3:56][O:55][CH2:54][CH2:53][O:52][C:49]1[CH:48]=[CH:47][C:46]([C:43]2[NH:42][C:41]([C@@H:37]3[CH2:38][CH2:39][CH2:40][N:36]3[C:34]([C@:18]34[CH2:30][CH2:29][C@@H:28]([C:31]([CH3:33])=[CH2:32])[C@@H:19]3[C@@H:20]3[C@@:15]([CH3:57])([CH2:16][CH2:17]4)[C@@:14]4([CH3:58])[C@@H:23]([C@:24]5([CH3:27])[C@@H:11]([CH2:12][CH2:13]4)[C:10]([CH3:60])([CH3:59])[C@@H:9]([O:8][C:6]([CH:5]4[CH2:4][CH:3]([C:61]([OH:63])=[O:62])[C:2]4([CH3:1])[CH3:71])=[O:7])[CH2:26][CH2:25]5)[CH2:22][CH2:21]3)=[O:35])=[N:45][CH:44]=2)=[CH:51][CH:50]=1, predict the reactants needed to synthesize it. The reactants are: [CH3:1][C:2]1([CH3:71])[CH:5]([C:6]([O:8][C@H:9]2[CH2:26][CH2:25][C@@:24]3([CH3:27])[C@@H:11]([CH2:12][CH2:13][C@:14]4([CH3:58])[C@@H:23]3[CH2:22][CH2:21][C@H:20]3[C@@:15]4([CH3:57])[CH2:16][CH2:17][C@@:18]4([C:34]([N:36]5[CH2:40][CH2:39][CH2:38][C@H:37]5[C:41]5[NH:42][C:43]([C:46]6[CH:51]=[CH:50][C:49]([O:52][CH2:53][CH2:54][O:55][CH3:56])=[CH:48][CH:47]=6)=[CH:44][N:45]=5)=[O:35])[CH2:30][CH2:29][C@@H:28]([C:31]([CH3:33])=[CH2:32])[C@@H:19]43)[C:10]2([CH3:60])[CH3:59])=[O:7])[CH2:4][CH:3]1[C:61]([O:63]CC1C=CC=CC=1)=[O:62].C([O-])=O.[NH4+]. (5) Given the product [ClH:1].[N:16]12[CH2:21][CH2:20][CH:19]([CH2:18][CH2:17]1)[C@@H:14]([NH:13][C:11]([C:9]1[S:10][C:6]3[CH:5]=[C:4]([NH:3][C:44]([NH:43][C:35]4[CH:34]=[C:33]([O:32][CH3:31])[C:38]([O:39][CH3:40])=[C:37]([O:41][CH3:42])[CH:36]=4)=[O:45])[CH:23]=[CH:22][C:7]=3[CH:8]=1)=[O:12])[CH2:15]2, predict the reactants needed to synthesize it. The reactants are: [ClH:1].Cl.[NH2:3][C:4]1[CH:23]=[CH:22][C:7]2[CH:8]=[C:9]([C:11]([NH:13][C@@H:14]3[CH:19]4[CH2:20][CH2:21][N:16]([CH2:17][CH2:18]4)[CH2:15]3)=[O:12])[S:10][C:6]=2[CH:5]=1.C(N(CC)CC)C.[CH3:31][O:32][C:33]1[CH:34]=[C:35]([N:43]=[C:44]=[O:45])[CH:36]=[C:37]([O:41][CH3:42])[C:38]=1[O:39][CH3:40]. (6) Given the product [Br:1][C:2]1[CH:7]=[C:6]([NH:8][C:9]2[CH:10]=[N:11][CH:12]=[CH:13][CH:14]=2)[CH:5]=[C:4]([O:15][Si:18]([C:31]([CH3:34])([CH3:33])[CH3:32])([C:25]2[CH:26]=[CH:27][CH:28]=[CH:29][CH:30]=2)[C:19]2[CH:24]=[CH:23][CH:22]=[CH:21][CH:20]=2)[CH:3]=1, predict the reactants needed to synthesize it. The reactants are: [Br:1][C:2]1[CH:3]=[C:4]([OH:15])[CH:5]=[C:6]([NH:8][C:9]2[CH:10]=[N:11][CH:12]=[CH:13][CH:14]=2)[CH:7]=1.[H-].[Na+].[Si:18](Cl)([C:31]([CH3:34])([CH3:33])[CH3:32])([C:25]1[CH:30]=[CH:29][CH:28]=[CH:27][CH:26]=1)[C:19]1[CH:24]=[CH:23][CH:22]=[CH:21][CH:20]=1. (7) Given the product [F:20][CH:18]([F:19])[O:17][C:10]1[C:9]([CH2:21][C:22]2[CH:23]=[CH:24][C:25]([F:28])=[CH:26][CH:27]=2)=[C:8]([CH3:29])[C:7]2[C:12](=[C:13]([F:16])[CH:14]=[CH:15][C:6]=2[O:5][CH2:4][C:3]([OH:30])=[O:2])[N:11]=1, predict the reactants needed to synthesize it. The reactants are: C[O:2][C:3](=[O:30])[CH2:4][O:5][C:6]1[CH:15]=[CH:14][C:13]([F:16])=[C:12]2[C:7]=1[C:8]([CH3:29])=[C:9]([CH2:21][C:22]1[CH:27]=[CH:26][C:25]([F:28])=[CH:24][CH:23]=1)[C:10]([O:17][CH:18]([F:20])[F:19])=[N:11]2.O1CCCC1.CO.[OH-].[Li+]. (8) Given the product [F:17][C:4]1[CH:3]=[C:2]([B:21]2[O:22][C:23]([CH3:25])([CH3:24])[C:19]([CH3:35])([CH3:18])[O:20]2)[C:10]2[N:9]3[CH2:11][CH2:12][NH:13][C:14](=[O:15])[C:8]3=[C:7]([CH3:16])[C:6]=2[CH:5]=1, predict the reactants needed to synthesize it. The reactants are: Br[C:2]1[C:10]2[N:9]3[CH2:11][CH2:12][NH:13][C:14](=[O:15])[C:8]3=[C:7]([CH3:16])[C:6]=2[CH:5]=[C:4]([F:17])[CH:3]=1.[CH3:18][C:19]1([CH3:35])[C:23]([CH3:25])([CH3:24])[O:22][B:21]([B:21]2[O:22][C:23]([CH3:25])([CH3:24])[C:19]([CH3:35])([CH3:18])[O:20]2)[O:20]1.C([O-])(=O)C.[K+].